This data is from Catalyst prediction with 721,799 reactions and 888 catalyst types from USPTO. The task is: Predict which catalyst facilitates the given reaction. (1) Reactant: [CH2:1]([CH:8]([C:11]#[N:12])[C:9]#[N:10])[C:2]1[CH:7]=[CH:6][CH:5]=[CH:4][CH:3]=1.C(=O)([O-])[O-].[Cs+].[Cs+].FC(F)(F)S(O[CH2:25][C:26]([F:29])([F:28])[F:27])(=O)=O. Product: [CH2:1]([C:8]([CH2:25][C:26]([F:29])([F:28])[F:27])([C:9]#[N:10])[C:11]#[N:12])[C:2]1[CH:7]=[CH:6][CH:5]=[CH:4][CH:3]=1. The catalyst class is: 9. (2) Reactant: C([N:8]1[CH2:13][CH2:12][CH:11]([N:14]([CH3:22])[C:15](=[O:21])[O:16][C:17]([CH3:20])([CH3:19])[CH3:18])[CH2:10][CH2:9]1)C1C=CC=CC=1. Product: [CH3:22][N:14]([CH:11]1[CH2:10][CH2:9][NH:8][CH2:13][CH2:12]1)[C:15](=[O:21])[O:16][C:17]([CH3:20])([CH3:18])[CH3:19]. The catalyst class is: 5. (3) Reactant: C1C=CC2N(O)N=NC=2C=1.CN1CCOCC1.[C:18]([O:22][C:23]([NH:25][C@@H:26]([C:31]([OH:33])=O)[CH2:27][CH:28]([CH3:30])[CH3:29])=[O:24])([CH3:21])([CH3:20])[CH3:19].C(Cl)CCl.Cl.[CH2:39]([O:46][C:47](=[O:54])[C@H:48]([CH2:50][CH:51]([CH3:53])[CH3:52])[NH2:49])[C:40]1[CH:45]=[CH:44][CH:43]=[CH:42][CH:41]=1. Product: [CH2:39]([O:46][C:47](=[O:54])[C@H:48]([CH2:50][CH:51]([CH3:52])[CH3:53])[NH:49][C:31](=[O:33])[C@@H:26]([CH2:27][CH:28]([CH3:29])[CH3:30])[NH:25][C:23]([O:22][C:18]([CH3:19])([CH3:20])[CH3:21])=[O:24])[C:40]1[CH:45]=[CH:44][CH:43]=[CH:42][CH:41]=1. The catalyst class is: 4. (4) Reactant: [CH:1]([CH:3]1[CH2:7][CH2:6][N:5]([C:8]([O:10][C:11]([CH3:14])([CH3:13])[CH3:12])=[O:9])[CH2:4]1)=O.[C:15](=O)([O-])[O-].[K+].[K+]. Product: [C:1]([CH:3]1[CH2:7][CH2:6][N:5]([C:8]([O:10][C:11]([CH3:14])([CH3:13])[CH3:12])=[O:9])[CH2:4]1)#[CH:15]. The catalyst class is: 5. (5) Reactant: [Br:1][C:2]1[CH:7]=[C:6]([F:8])[CH:5]=[CH:4][C:3]=1[F:9].[Li+].CC([N-]C(C)C)C.CN([CH:21]=[O:22])C. Product: [Br:1][C:2]1[C:3]([F:9])=[CH:4][CH:5]=[C:6]([F:8])[C:7]=1[CH:21]=[O:22]. The catalyst class is: 1. (6) Reactant: [H-].[Na+].[F:3][C:4]([F:15])([CH:13]=[CH2:14])[C:5]([OH:12])([CH3:11])[C:6]([O:8][CH2:9][CH3:10])=[O:7].Br[CH2:17][CH:18]=[CH2:19]. Product: [CH2:19]([O:12][C:5]([CH3:11])([C:4]([F:15])([F:3])[CH:13]=[CH2:14])[C:6]([O:8][CH2:9][CH3:10])=[O:7])[CH:18]=[CH2:17]. The catalyst class is: 215. (7) Reactant: [Cl:1][C:2]1[C:7]([F:8])=[C:6]([O:9][CH3:10])[CH:5]=[CH:4][C:3]=1[CH:11]([NH:21][C:22]1[CH:31]=[C:30]([F:32])[CH:29]=[C:28]2[C:23]=1[CH:24]=[CH:25][C:26](=[O:33])[NH:27]2)[C:12]([OH:20])([CH2:17][O:18][CH3:19])[C:13]([F:16])([F:15])[F:14].[CH3:34][O:35][C:36]1[N:41]=[CH:40][C:39](B(O)O)=[CH:38][N:37]=1.O.N1C=CC=C[CH:47]=1. Product: [Cl:1][C:2]1[C:7]([F:8])=[C:6]([O:9][CH3:10])[CH:5]=[CH:4][C:3]=1[CH:11]([NH:21][C:22]1[CH:31]=[C:30]([F:32])[CH:29]=[C:28]2[C:23]=1[CH:24]=[CH:25][C:26](=[O:33])[N:27]2[C:39]1[CH:38]=[N:37][C:36]([O:35][CH3:34])=[N:41][CH:40]=1)[C:12]([CH2:17][O:18][CH2:19][CH3:47])([OH:20])[C:13]([F:15])([F:16])[F:14]. The catalyst class is: 4. (8) Reactant: [O:1]1[CH2:5][CH2:4][CH2:3][CH:2]1[CH2:6][CH2:7][OH:8].[C:9]1([CH3:19])[CH:14]=[CH:13][C:12]([S:15](Cl)(=[O:17])=[O:16])=[CH:11][CH:10]=1.C(N(CC)CC)C.C([O-])(O)=O.[Na+]. Product: [O:1]1[CH2:5][CH2:4][CH2:3][CH:2]1[CH2:6][CH2:7][O:8][S:15]([C:12]1[CH:13]=[CH:14][C:9]([CH3:19])=[CH:10][CH:11]=1)(=[O:17])=[O:16]. The catalyst class is: 2.